Dataset: Catalyst prediction with 721,799 reactions and 888 catalyst types from USPTO. Task: Predict which catalyst facilitates the given reaction. (1) Reactant: [Cl:1][C:2]1[CH:7]=[CH:6][C:5]([C:8]2[S:9][C:10]([C:19](=[O:28])[C:20]3[CH:25]=[CH:24][C:23]([O:26][CH3:27])=[CH:22][CH:21]=3)=[CH:11][C:12]=2[CH2:13][C:14]([O:16][CH2:17][CH3:18])=[O:15])=[CH:4][CH:3]=1.[CH:29]([N-]C(C)C)(C)C.[Li+].CI.O. Product: [Cl:1][C:2]1[CH:3]=[CH:4][C:5]([C:8]2[S:9][C:10]([C:19](=[O:28])[C:20]3[CH:21]=[CH:22][C:23]([O:26][CH3:27])=[CH:24][CH:25]=3)=[CH:11][C:12]=2[CH:13]([CH3:29])[C:14]([O:16][CH2:17][CH3:18])=[O:15])=[CH:6][CH:7]=1. The catalyst class is: 7. (2) Reactant: [C:1](Cl)([C:14]1[CH:19]=[CH:18][CH:17]=[CH:16][CH:15]=1)([C:8]1[CH:13]=[CH:12][CH:11]=[CH:10][CH:9]=1)[C:2]1[CH:7]=[CH:6][CH:5]=[CH:4][CH:3]=1.Cl.[NH2:22][C@H:23]([C:33]([O:35][C:36]([CH3:39])([CH3:38])[CH3:37])=[O:34])[CH2:24][CH2:25][C:26]([O:28][C:29]([CH3:32])([CH3:31])[CH3:30])=[O:27].C(N(CC)CC)C. Product: [C:1]([NH:22][C@H:23]([C:33]([O:35][C:36]([CH3:39])([CH3:38])[CH3:37])=[O:34])[CH2:24][CH2:25][C:26]([O:28][C:29]([CH3:32])([CH3:30])[CH3:31])=[O:27])([C:14]1[CH:19]=[CH:18][CH:17]=[CH:16][CH:15]=1)([C:8]1[CH:13]=[CH:12][CH:11]=[CH:10][CH:9]=1)[C:2]1[CH:7]=[CH:6][CH:5]=[CH:4][CH:3]=1. The catalyst class is: 4. (3) Reactant: [NH:1]1[CH2:7][CH2:6][CH2:5][CH:4]([N:8]2[CH:12]=[C:11]([CH2:13][NH:14][C:15]3[CH:16]=[C:17]4[C:22](=[C:23]([Cl:25])[CH:24]=3)[N:21]=[CH:20][C:19]([C:26]#[N:27])=[C:18]4[NH:28][C:29]3[CH:34]=[CH:33][C:32]([F:35])=[C:31]([Cl:36])[CH:30]=3)[N:10]=[N:9]2)[CH2:3][CH2:2]1.Cl[CH:38](Cl)[CH3:39].C(=O)C.C(O[BH-](OC(=O)C)OC(=O)C)(=O)C.[Na+]. Product: [Cl:25][C:23]1[CH:24]=[C:15]([NH:14][CH2:13][C:11]2[N:10]=[N:9][N:8]([CH:4]3[CH2:5][CH2:6][CH2:7][N:1]([CH2:38][CH3:39])[CH2:2][CH2:3]3)[CH:12]=2)[CH:16]=[C:17]2[C:22]=1[N:21]=[CH:20][C:19]([C:26]#[N:27])=[C:18]2[NH:28][C:29]1[CH:34]=[CH:33][C:32]([F:35])=[C:31]([Cl:36])[CH:30]=1. The catalyst class is: 15. (4) Reactant: [CH3:1][O:2][C:3]([C:5]1[S:6][C:7]([CH3:12])=[CH:8][C:9]=1[C:10]#[N:11])=[O:4].C1C(=O)N([Br:20])C(=O)C1. Product: [CH3:1][O:2][C:3]([C:5]1[S:6][C:7]([CH2:12][Br:20])=[CH:8][C:9]=1[C:10]#[N:11])=[O:4]. The catalyst class is: 53. (5) Reactant: [C:1]([O:5][C:6](=[O:19])[NH:7][C@H:8]([C:12]1[CH:17]=[CH:16][CH:15]=[C:14](Br)[CH:13]=1)[CH2:9][CH:10]=[CH2:11])([CH3:4])([CH3:3])[CH3:2].[F:20][CH:21]([F:30])[N:22]1[CH:26]=[C:25]([N+:27]([O-:29])=[O:28])[CH:24]=[N:23]1.C12(P(C34CC5CC(CC(C5)C3)C4)CCCC)CC3CC(CC(C3)C1)C2.C([O-])([O-])=O.[K+].[K+].C(O)(=O)C(C)(C)C. Product: [F:30][CH:21]([F:20])[N:22]1[C:26]([C:14]2[CH:13]=[C:12]([C@@H:8]([NH:7][C:6](=[O:19])[O:5][C:1]([CH3:4])([CH3:3])[CH3:2])[CH2:9][CH:10]=[CH2:11])[CH:17]=[CH:16][CH:15]=2)=[C:25]([N+:27]([O-:29])=[O:28])[CH:24]=[N:23]1. The catalyst class is: 416. (6) Reactant: [Br:1][C:2]1[C:14](=[O:15])[N:13]([CH:16]2[CH2:20][CH2:19][CH2:18][CH2:17]2)[C:5]2[N:6]=[C:7](S(C)=O)[N:8]=[CH:9][C:4]=2[C:3]=1[CH3:21].[CH3:22][O:23][CH2:24][CH2:25][N:26]([CH2:34][CH2:35][O:36][CH3:37])[C:27]1[CH:28]=[CH:29][C:30]([NH2:33])=[N:31][CH:32]=1. Product: [CH3:37][O:36][CH2:35][CH2:34][N:26]([CH2:25][CH2:24][O:23][CH3:22])[C:27]1[CH:28]=[CH:29][C:30]([NH:33][C:7]2[N:8]=[CH:9][C:4]3[C:3]([CH3:21])=[C:2]([Br:1])[C:14](=[O:15])[N:13]([CH:16]4[CH2:20][CH2:19][CH2:18][CH2:17]4)[C:5]=3[N:6]=2)=[N:31][CH:32]=1. The catalyst class is: 11. (7) Reactant: C(OC([N:8]1[C@@H:12]([C:13]([CH3:21])=[CH:14][C:15]2[CH:20]=[CH:19][CH:18]=[CH:17][CH:16]=2)[CH2:11][O:10]C1(C)C)=O)(C)(C)C. Product: [NH2:8][C@@H:12]([C:13]([CH3:21])=[CH:14][C:15]1[CH:20]=[CH:19][CH:18]=[CH:17][CH:16]=1)[CH2:11][OH:10]. The catalyst class is: 89. (8) Reactant: [I-].[K+].[C:3]([O:7][C:8]([N:10]1[CH2:15][C@H:14]([CH2:16][OH:17])[NH:13][CH2:12][C@H:11]1[CH3:18])=[O:9])([CH3:6])([CH3:5])[CH3:4].Cl.Cl[CH2:21][C:22]([N:24]1[C:32]2[C:27](=[N:28][CH:29]=[C:30]([CH2:33][C:34]3[CH:39]=[CH:38][C:37]([F:40])=[CH:36][CH:35]=3)[CH:31]=2)[C:26]([CH3:42])([CH3:41])[CH2:25]1)=[O:23]. Product: [C:3]([O:7][C:8]([N:10]1[CH2:15][C@H:14]([CH2:16][OH:17])[N:13]([CH2:21][C:22]([N:24]2[C:32]3[C:27](=[N:28][CH:29]=[C:30]([CH2:33][C:34]4[CH:35]=[CH:36][C:37]([F:40])=[CH:38][CH:39]=4)[CH:31]=3)[C:26]([CH3:42])([CH3:41])[CH2:25]2)=[O:23])[CH2:12][C@H:11]1[CH3:18])=[O:9])([CH3:6])([CH3:5])[CH3:4]. The catalyst class is: 10. (9) Reactant: [CH3:1][C:2]([NH2:19])([CH3:18])[CH2:3][NH:4][C:5]1[C:14]2[C:9](=[CH:10][CH:11]=[CH:12][CH:13]=2)[N:8]=[CH:7][C:6]=1[N+:15]([O-:17])=[O:16].C(N(CC)CC)C.[CH3:27][S:28](Cl)(=[O:30])=[O:29]. Product: [CH3:18][C:2]([NH:19][S:28]([CH3:27])(=[O:30])=[O:29])([CH3:1])[CH2:3][NH:4][C:5]1[C:14]2[C:9](=[CH:10][CH:11]=[CH:12][CH:13]=2)[N:8]=[CH:7][C:6]=1[N+:15]([O-:17])=[O:16]. The catalyst class is: 4.